From a dataset of Reaction yield outcomes from USPTO patents with 853,638 reactions. Predict the reaction yield, written as a fraction of the theoretical maximum amount of product (1.0 means a 100% yield; for example, 0.34 means a 34% yield). (1) The product is [CH3:16][O:15][C:12]1[N:11]=[CH:10][C:9]([CH2:8][C:3]2[C:4](=[O:6])[N:28]=[C:27]([NH:26][N+:23]([O-:25])=[O:24])[NH:29][CH:1]=2)=[CH:14][N:13]=1. The yield is 0.725. The catalyst is C(O)C. The reactants are [CH:1]([CH:3]([CH2:8][C:9]1[CH:10]=[N:11][C:12]([O:15][CH3:16])=[N:13][CH:14]=1)[C:4]([O:6]C)=O)=O.CC(C)([O-])C.[K+].[N+:23]([NH:26][C:27]([NH2:29])=[NH:28])([O-:25])=[O:24]. (2) The reactants are [OH:1][C:2]1[CH:3]=[C:4]([C:15]#[C:16][Si:17]([CH3:20])([CH3:19])[CH3:18])[CH:5]=[C:6]2[C:11]=1[C:10](=[O:12])[CH2:9][CH2:8][C:7]2([CH3:14])[CH3:13].C(N(CC)CC)C.[CH3:28][Si:29]([CH3:36])([CH3:35])[CH2:30][CH2:31][O:32][CH2:33]Cl. The catalyst is C1C=CC=CC=1.CN(C)C1C=CN=CC=1.O. The product is [CH3:14][C:7]1([CH3:13])[C:6]2[C:11](=[C:2]([O:1][CH2:33][O:32][CH2:31][CH2:30][Si:29]([CH3:36])([CH3:35])[CH3:28])[CH:3]=[C:4]([C:15]#[C:16][Si:17]([CH3:20])([CH3:19])[CH3:18])[CH:5]=2)[C:10](=[O:12])[CH2:9][CH2:8]1. The yield is 0.660.